From a dataset of Experimentally validated miRNA-target interactions with 360,000+ pairs, plus equal number of negative samples. Binary Classification. Given a miRNA mature sequence and a target amino acid sequence, predict their likelihood of interaction. (1) The miRNA is mmu-miR-122-5p with sequence UGGAGUGUGACAAUGGUGUUUG. The protein sequence of the target gene is MVAAAMLLRSCPVLSQGPTGLLGKVAKTYQFLFSIGRCPILATQGPTCSQIHLKATKAGGDSPSWAKSHCPFMLSELQDRKSKIVQRAAPEVQEDVKTFKTDLLSTMDSTTRSHSFPSFQEPEQTEGAVPHLIQNNMTGSQAFGYDQFFRDKIMEKKQDHTYRVFKTVNRWANAYPFAQHFSEASMASKDVSVWCSNDYLGISRHPRVLQAIEETLKNHGAGAGGTRNISGTSKFHVELEQELAELHQKDSALLFSSCFVANDSTLFTLAKLLPGCEIYSDAGNHASMIQGIRNSGAAKF.... Result: 1 (interaction). (2) The miRNA is hsa-miR-769-5p with sequence UGAGACCUCUGGGUUCUGAGCU. The protein sequence of the target gene is MWAVLRLALRPCARASPAGPRAYHGDSVASLGTQPDLGSALYQENYKQMKALVNQLHERVEHIKLGGGEKARALHISRGKLLPRERIDNLIDPGSPFLELSQFAGYQLYDNEEVPGGGIITGIGRVSGVECMIIANDATVKGGAYYPVTVKKQLRAQEIAMQNRLPCIYLVDSGGAYLPRQADVFPDRDHFGRTFYNQAIMSSKNIAQIAVVMGSCTAGGAYVPAMADENIIVRKQGTIFLAGPPLVKAATGEEVSAEDLGGADLHCRKSGVSDHWALDDHHALHLTRKVVRNLNYQKKL.... Result: 1 (interaction).